From a dataset of Catalyst prediction with 721,799 reactions and 888 catalyst types from USPTO. Predict which catalyst facilitates the given reaction. (1) Reactant: C(=O)([O-])[O-].[Na+].[Na+].[F:7][C:8]1[C:13](B(O)O)=[CH:12][CH:11]=[CH:10][N:9]=1.Br[C:18]1[O:36][C:21]2[N:22]=[CH:23][N:24]=[C:25]([NH:26][CH2:27][CH2:28][CH2:29][CH2:30][CH2:31][C:32]([O:34][CH3:35])=[O:33])[C:20]=2[C:19]=1[C:37]1[CH:42]=[CH:41][C:40]([O:43][CH3:44])=[CH:39][CH:38]=1. Product: [F:7][C:8]1[C:13]([C:18]2[O:36][C:21]3[N:22]=[CH:23][N:24]=[C:25]([NH:26][CH2:27][CH2:28][CH2:29][CH2:30][CH2:31][C:32]([O:34][CH3:35])=[O:33])[C:20]=3[C:19]=2[C:37]2[CH:42]=[CH:41][C:40]([O:43][CH3:44])=[CH:39][CH:38]=2)=[CH:12][CH:11]=[CH:10][N:9]=1. The catalyst class is: 335. (2) Reactant: [Cl:1][C:2]1[CH:7]=[C:6]([N+:8]([O-:10])=[O:9])[CH:5]=[CH:4][C:3]=1F.[S:12]1[C:16]2=[CH:17][CH:18]=[CH:19][C:20]([OH:21])=[C:15]2[CH:14]=[CH:13]1.C(=O)([O-])[O-].[K+].[K+].O. Product: [Cl:1][C:2]1[CH:7]=[C:6]([N+:8]([O-:10])=[O:9])[CH:5]=[CH:4][C:3]=1[O:21][C:20]1[C:15]2[CH:14]=[CH:13][S:12][C:16]=2[CH:17]=[CH:18][CH:19]=1. The catalyst class is: 9. (3) Reactant: [F:1][C:2]1[CH:7]=[CH:6][CH:5]=[CH:4][C:3]=1[C:8](=O)[CH2:9][C:10]1[CH:15]=[CH:14][CH:13]=[CH:12][CH:11]=1.[CH2:17]([O:19][C:20]1[CH:21]=[C:22]([CH:25]=[C:26]([N+:29]([O-:31])=[O:30])[C:27]=1[OH:28])[CH:23]=O)[CH3:18].[NH2:32][C:33]([NH2:35])=[O:34].Cl. The catalyst class is: 8. Product: [CH2:17]([O:19][C:20]1[CH:21]=[C:22]([CH:23]2[C:9]([C:10]3[CH:15]=[CH:14][CH:13]=[CH:12][CH:11]=3)=[C:8]([C:3]3[CH:4]=[CH:5][CH:6]=[CH:7][C:2]=3[F:1])[NH:35][C:33](=[O:34])[NH:32]2)[CH:25]=[C:26]([N+:29]([O-:31])=[O:30])[C:27]=1[OH:28])[CH3:18].